From a dataset of Forward reaction prediction with 1.9M reactions from USPTO patents (1976-2016). Predict the product of the given reaction. (1) Given the reactants C(=O)([O-])[O-].[Cs+].[Cs+].F[C:8]1[CH:15]=[CH:14][C:13]([I:16])=[CH:12][C:9]=1[CH:10]=O.Cl.Cl.[N:19]1[CH:24]=[CH:23][C:22]([NH:25][NH2:26])=[CH:21][CH:20]=1, predict the reaction product. The product is: [I:16][C:13]1[CH:12]=[C:9]2[C:8](=[CH:15][CH:14]=1)[N:25]([C:22]1[CH:23]=[CH:24][N:19]=[CH:20][CH:21]=1)[N:26]=[CH:10]2. (2) Given the reactants [CH2:1]([Mg]Cl)[CH3:2].[CH3:5][O:6][C:7]1[CH:22]=[CH:21][C:10]([C:11]([C:13]2[CH:18]=[CH:17][C:16]([O:19][CH3:20])=[CH:15][CH:14]=2)=[O:12])=[CH:9][CH:8]=1.[Cl-].[NH4+], predict the reaction product. The product is: [CH3:20][O:19][C:16]1[CH:17]=[CH:18][C:13]([C:11]([C:10]2[CH:9]=[CH:8][C:7]([O:6][CH3:5])=[CH:22][CH:21]=2)([OH:12])[CH2:1][CH3:2])=[CH:14][CH:15]=1.